Dataset: Peptide-MHC class II binding affinity with 134,281 pairs from IEDB. Task: Regression. Given a peptide amino acid sequence and an MHC pseudo amino acid sequence, predict their binding affinity value. This is MHC class II binding data. (1) The peptide sequence is EMKYFAATQFEPLAA. The MHC is DRB1_0701 with pseudo-sequence DRB1_0701. The binding affinity (normalized) is 0.804. (2) The peptide sequence is GYLQIVDKIDAAFKI. The MHC is DRB1_1302 with pseudo-sequence DRB1_1302. The binding affinity (normalized) is 0.608.